Regression. Given two drug SMILES strings and cell line genomic features, predict the synergy score measuring deviation from expected non-interaction effect. From a dataset of NCI-60 drug combinations with 297,098 pairs across 59 cell lines. (1) Drug 1: C1=CN(C=N1)CC(O)(P(=O)(O)O)P(=O)(O)O. Drug 2: C1CC(=O)NC(=O)C1N2C(=O)C3=CC=CC=C3C2=O. Cell line: LOX IMVI. Synergy scores: CSS=-4.78, Synergy_ZIP=0.732, Synergy_Bliss=-7.28, Synergy_Loewe=-9.88, Synergy_HSA=-9.88. (2) Drug 1: C1CC(C1)(C(=O)O)C(=O)O.[NH2-].[NH2-].[Pt+2]. Drug 2: C1CN(P(=O)(OC1)NCCCl)CCCl. Cell line: U251. Synergy scores: CSS=14.0, Synergy_ZIP=-6.67, Synergy_Bliss=-3.40, Synergy_Loewe=-13.4, Synergy_HSA=-2.45.